Dataset: Forward reaction prediction with 1.9M reactions from USPTO patents (1976-2016). Task: Predict the product of the given reaction. (1) Given the reactants [Br:1][C:2]1[CH:7]=[CH:6][C:5]([CH3:8])=[C:4]([C:9]([F:12])([F:11])[F:10])[CH:3]=1.[Br:13]N1C(=O)CCC1=O.C(OOC(=O)C1C=CC=CC=1)(=O)C1C=CC=CC=1, predict the reaction product. The product is: [Br:1][C:2]1[CH:7]=[CH:6][C:5]([CH2:8][Br:13])=[C:4]([C:9]([F:10])([F:11])[F:12])[CH:3]=1. (2) Given the reactants [C@H:1]1([NH:10][C:11]2[CH:20]=[CH:19][C:18]3[C:13](=[CH:14][CH:15]=[C:16]([NH2:21])[CH:17]=3)[N:12]=2)[C:9]2[C:4](=[CH:5][CH:6]=[CH:7][CH:8]=2)[CH2:3][CH2:2]1.C(N(C(C)C)C(C)C)C.Cl.CN(C)CCCN=C=NCC.[F:43][B-](F)(F)F.N1(OC(N(C)C)=[N+](C)C)C2C=CC=CC=2N=N1.F[C:66]1[CH:71]=[CH:70][CH:69]=[CH:68][C:67]=1[CH2:72][C:73]([OH:75])=O, predict the reaction product. The product is: [F:43][C:70]1[CH:69]=[CH:68][C:67]([CH2:72][C:73]([NH:21][C:16]2[CH:17]=[C:18]3[C:13](=[CH:14][CH:15]=2)[N:12]=[C:11]([NH:10][C@H:1]2[C:9]4[C:4](=[CH:5][CH:6]=[CH:7][CH:8]=4)[CH2:3][CH2:2]2)[CH:20]=[CH:19]3)=[O:75])=[CH:66][CH:71]=1. (3) Given the reactants Br[C:2]1[C:10]2[S:9][C:8]([NH:11][C:12]([NH:14][CH2:15][CH3:16])=[O:13])=[N:7][C:6]=2[CH:5]=[C:4]([C:17]2[CH:18]=[N:19][C:20]([N:23]3[CH2:28][CH2:27][C:26]([CH3:34])([C:29]([O:31][CH2:32][CH3:33])=[O:30])[CH2:25][CH2:24]3)=[N:21][CH:22]=2)[CH:3]=1.[N-:35]=[N+]=[N-].[Na+], predict the reaction product. The product is: [NH2:35][C:2]1[C:10]2[S:9][C:8]([NH:11][C:12]([NH:14][CH2:15][CH3:16])=[O:13])=[N:7][C:6]=2[CH:5]=[C:4]([C:17]2[CH:18]=[N:19][C:20]([N:23]3[CH2:28][CH2:27][C:26]([CH3:34])([C:29]([O:31][CH2:32][CH3:33])=[O:30])[CH2:25][CH2:24]3)=[N:21][CH:22]=2)[CH:3]=1. (4) Given the reactants [CH2:1]([N:3]1[C:7]([NH2:8])=[CH:6][CH:5]=[N:4]1)[CH3:2].Cl[C:10](=[C:13]([C:19]([O:21][CH2:22][CH3:23])=[O:20])[C:14](OCC)=O)[CH2:11][CH3:12].C(N(CC)CC)C.P(Cl)(Cl)([Cl:33])=O, predict the reaction product. The product is: [Cl:33][C:14]1[C:13]([C:19]([O:21][CH2:22][CH3:23])=[O:20])=[C:10]([CH2:11][CH3:12])[N:8]=[C:7]2[N:3]([CH2:1][CH3:2])[N:4]=[CH:5][C:6]=12. (5) Given the reactants [OH:1][C:2]1[CH:7]=[C:6]([CH3:8])[C:5]([CH3:9])=[CH:4][C:3]=1[C:10](=[O:19])/[CH:11]=[CH:12]/[C:13]1[CH:18]=[CH:17][CH:16]=[CH:15][N:14]=1, predict the reaction product. The product is: [OH:1][C:2]1[CH:7]=[C:6]([CH3:8])[C:5]([CH3:9])=[CH:4][C:3]=1[C:10](=[O:19])[CH2:11][CH2:12][C:13]1[CH:18]=[CH:17][CH:16]=[CH:15][N:14]=1. (6) Given the reactants [CH2:1]=O.[CH3:3][C:4]1[C:8]([C:9]2[CH:10]=[C:11]([CH:13]=[CH:14][C:15]=2[O:16][CH3:17])[NH2:12])=[C:7]([CH3:18])[O:6][N:5]=1.[O-]S([O-])(=O)=O.[Mg+2].[C:25]1([C@H:31]([N:33]2[CH:37]=[CH:36][O:35][C:34]2=[O:38])[CH3:32])[CH:30]=[CH:29][CH:28]=[CH:27][CH:26]=1, predict the reaction product. The product is: [CH3:3][C:4]1[C:8]([C:9]2[C:15]([O:16][CH3:17])=[CH:14][C:13]3[CH:37]4[N:33]([C@@H:31]([C:25]5[CH:30]=[CH:29][CH:28]=[CH:27][CH:26]=5)[CH3:32])[C:34](=[O:38])[O:35][CH:36]4[CH2:1][NH:12][C:11]=3[CH:10]=2)=[C:7]([CH3:18])[O:6][N:5]=1. (7) The product is: [F:9][C:10]1[CH:11]=[CH:12][C:13]([CH:16]2[CH2:18][CH:17]2[NH:19][C:2]2[S:1][CH2:7][C:5](=[O:6])[N:4]=2)=[CH:14][CH:15]=1. Given the reactants [S:1]1[CH2:7][C:5](=[O:6])[NH:4][C:2]1=S.Cl.[F:9][C:10]1[CH:15]=[CH:14][C:13]([CH:16]2[CH2:18][CH:17]2[NH2:19])=[CH:12][CH:11]=1.C(N(C(C)C)CC)(C)C, predict the reaction product. (8) The product is: [F:10][C:11]1[CH:12]=[C:13]([C@@H:17]([CH:21]2[CH2:22][CH2:23][N:24]([S:27]([CH3:30])(=[O:28])=[O:29])[CH2:25][CH2:26]2)[CH2:18][CH:19]=[O:20])[CH:14]=[C:15]([F:1])[CH:16]=1. Given the reactants [F:1]C1C=C([Mg]Br)C=CC=1.[F:10][C:11]1[CH:12]=[C:13]([C@@H:17]([CH:21]2[CH2:26][CH2:25][N:24]([S:27]([CH3:30])(=[O:29])=[O:28])[CH2:23][CH2:22]2)[CH2:18][CH:19]=[O:20])[CH:14]=[CH:15][CH:16]=1, predict the reaction product. (9) Given the reactants [C:1]1([S:7]([N:10]2[C:18]3[C:13](=[CH:14][CH:15]=[CH:16][CH:17]=3)[C:12]([CH2:19][C:20](O)=[O:21])=[CH:11]2)(=[O:9])=[O:8])[CH:6]=[CH:5][CH:4]=[CH:3][CH:2]=1.[F:23][C:24]([F:35])([F:34])C(OC(=O)[C:24]([F:35])([F:34])[F:23])=O.N1C=CC=CC=1, predict the reaction product. The product is: [F:23][C:24]([F:35])([F:34])[C:20](=[O:21])[CH2:19][C:12]1[C:13]2[C:18](=[CH:17][CH:16]=[CH:15][CH:14]=2)[N:10]([S:7]([C:1]2[CH:6]=[CH:5][CH:4]=[CH:3][CH:2]=2)(=[O:9])=[O:8])[CH:11]=1.